Dataset: Catalyst prediction with 721,799 reactions and 888 catalyst types from USPTO. Task: Predict which catalyst facilitates the given reaction. (1) Reactant: C([O:3][C:4](=[O:32])[CH2:5][O:6][C:7]1[CH:12]=[C:11]([CH:13]([CH3:15])[CH3:14])[CH:10]=[CH:9][C:8]=1[CH2:16][CH2:17][NH:18][S:19]([C:22]1[CH:27]=[C:26]([C:28]#[N:29])[CH:25]=[CH:24][C:23]=1[O:30][CH3:31])(=[O:21])=[O:20])C.[OH-].[Na+]. Product: [C:28]([C:26]1[CH:25]=[CH:24][C:23]([O:30][CH3:31])=[C:22]([S:19]([NH:18][CH2:17][CH2:16][C:8]2[CH:9]=[CH:10][C:11]([CH:13]([CH3:15])[CH3:14])=[CH:12][C:7]=2[O:6][CH2:5][C:4]([OH:32])=[O:3])(=[O:20])=[O:21])[CH:27]=1)#[N:29]. The catalyst class is: 8. (2) Reactant: [CH3:1][O:2][C:3](=[O:16])[C:4]1[CH:9]=[C:8]([S:10](=[O:14])(=[O:13])[NH:11][CH3:12])[CH:7]=[CH:6][C:5]=1[OH:15].[CH:17]1(O)[CH2:21][CH2:20][CH2:19][CH2:18]1.C1(P(C2C=CC=CC=2)C2C=CC=CC=2)C=CC=CC=1.N(C(OC(C)(C)C)=O)=NC(OC(C)(C)C)=O. Product: [CH3:1][O:2][C:3](=[O:16])[C:4]1[CH:9]=[C:8]([S:10](=[O:14])(=[O:13])[NH:11][CH3:12])[CH:7]=[CH:6][C:5]=1[O:15][CH:17]1[CH2:21][CH2:20][CH2:19][CH2:18]1. The catalyst class is: 1. (3) Reactant: [F:1][C:2]1[CH:7]=[CH:6][C:5]([CH2:8][C:9]([NH:11][NH:12][C:13]([C:15]2[N:16]=[C:17]3[CH:33]=[CH:32][C:31]([CH2:34][N:35]4[CH2:40][CH2:39][O:38][CH2:37][CH2:36]4)=[CH:30][N:18]3[C:19](=[O:29])[C:20]=2[O:21][CH2:22][C:23]2[CH:28]=[CH:27][CH:26]=[CH:25][CH:24]=2)=[O:14])=O)=[CH:4][CH:3]=1.C(Cl)(Cl)(Cl)Cl.C(N(CC)CC)C.C1(P(C2C=CC=CC=2)C2C=CC=CC=2)C=CC=CC=1. Product: [CH2:22]([O:21][C:20]1[C:19](=[O:29])[N:18]2[CH:30]=[C:31]([CH2:34][N:35]3[CH2:40][CH2:39][O:38][CH2:37][CH2:36]3)[CH:32]=[CH:33][C:17]2=[N:16][C:15]=1[C:13]1[O:14][C:9]([CH2:8][C:5]2[CH:4]=[CH:3][C:2]([F:1])=[CH:7][CH:6]=2)=[N:11][N:12]=1)[C:23]1[CH:28]=[CH:27][CH:26]=[CH:25][CH:24]=1. The catalyst class is: 47.